From a dataset of Peptide-MHC class II binding affinity with 134,281 pairs from IEDB. Regression. Given a peptide amino acid sequence and an MHC pseudo amino acid sequence, predict their binding affinity value. This is MHC class II binding data. (1) The peptide sequence is AVVCGRRHGVRIRVR. The MHC is HLA-DQA10101-DQB10501 with pseudo-sequence HLA-DQA10101-DQB10501. The binding affinity (normalized) is 0. (2) The peptide sequence is VNKYLKVVFIPNYNV. The MHC is DRB4_0101 with pseudo-sequence DRB4_0103. The binding affinity (normalized) is 0.500. (3) The peptide sequence is PNWVRKVFIDTIPNI. The MHC is DRB4_0101 with pseudo-sequence DRB4_0103. The binding affinity (normalized) is 1.00.